Predict the reactants needed to synthesize the given product. From a dataset of Retrosynthesis with 50K atom-mapped reactions and 10 reaction types from USPTO. Given the product CCOc1cc2c(Nc3cc(OC)c(Cl)cc3Cl)c(C#N)cnc2cc1OCCCC1CCN(C)CC1, predict the reactants needed to synthesize it. The reactants are: CCOc1cc2c(Nc3cc(OC)c(Cl)cc3Cl)c(C#N)cnc2cc1F.CN1CCC(CCCO)CC1.